Dataset: Forward reaction prediction with 1.9M reactions from USPTO patents (1976-2016). Task: Predict the product of the given reaction. (1) Given the reactants C(NC(C)C)(C)C.C([Li])CCC.[N:13]1[C:22]2[C:21](=[O:23])[CH2:20][CH2:19][CH2:18][C:17]=2[CH:16]=[CH:15][CH:14]=1.[C:24](#[N:27])[CH:25]=[CH2:26], predict the reaction product. The product is: [O:23]=[C:21]1[C:22]2[N:13]=[CH:14][CH:15]=[CH:16][C:17]=2[CH2:18][CH2:19][CH:20]1[CH2:26][CH2:25][C:24]#[N:27]. (2) The product is: [OH:19][C@H:20]1[CH2:25][CH2:24][CH2:23][C@H:22]([CH2:26][N:27]2[C:28](=[O:37])[C:29]3[C:34](=[CH:33][CH:32]=[CH:31][CH:30]=3)[C:35]2=[O:36])[CH2:21]1. Given the reactants [I-].[Na+].C1OCCOCCOCCOCCOC1.C[O:19][C@H:20]1[CH2:25][CH2:24][CH2:23][C@H:22]([CH2:26][N:27]2[C:35](=[O:36])[C:34]3[C:29](=[CH:30][CH:31]=[CH:32][CH:33]=3)[C:28]2=[O:37])[CH2:21]1.BrB(Br)Br.ClCCl, predict the reaction product. (3) The product is: [I:1][C:2]1[C:10]2[C:5](=[CH:6][CH:7]=[C:8]([C:11]([N:22]([CH3:23])[CH3:21])=[O:12])[CH:9]=2)[N:4]([CH:14]2[CH2:19][CH2:18][CH2:17][CH2:16][O:15]2)[N:3]=1. Given the reactants [I:1][C:2]1[C:10]2[C:5](=[CH:6][CH:7]=[C:8]([C:11](O)=[O:12])[CH:9]=2)[N:4]([CH:14]2[CH2:19][CH2:18][CH2:17][CH2:16][O:15]2)[N:3]=1.Cl.[CH3:21][NH:22][CH3:23].C(Cl)CCl.Cl, predict the reaction product. (4) Given the reactants Cl[C:2]1[N:7]=[CH:6][C:5]([C:8]([N:10]2[CH2:15][CH2:14][N:13]([CH3:16])[CH2:12][CH2:11]2)=[O:9])=[CH:4][CH:3]=1.[NH2:17][C:18]1[C:19](=[O:26])[N:20]([CH3:25])[CH:21]=[C:22]([Br:24])[CH:23]=1.[H-].[Na+], predict the reaction product. The product is: [Br:24][C:22]1[CH:23]=[C:18]([NH:17][C:2]2[CH:3]=[CH:4][C:5]([C:8]([N:10]3[CH2:15][CH2:14][N:13]([CH3:16])[CH2:12][CH2:11]3)=[O:9])=[CH:6][N:7]=2)[C:19](=[O:26])[N:20]([CH3:25])[CH:21]=1. (5) Given the reactants [NH:1]([C:3]1[N:8]=[C:7]([CH3:9])[N:6]=[C:5]([N:10]2[CH2:13][CH:12]([C:14]3[N:18]([CH3:19])[C:17]4[CH:20]=[CH:21][CH:22]=[CH:23][C:16]=4[N:15]=3)[CH2:11]2)[CH:4]=1)[NH2:2].[CH3:24][C:25]([OH:27])=O, predict the reaction product. The product is: [CH3:4][C:5]1[N:6]=[C:7]([C@@H:25]([OH:27])[CH3:24])[N:1]([C:3]2[CH:4]=[C:5]([N:10]3[CH2:11][CH:12]([C:14]4[N:18]([CH3:19])[C:17]5[CH:20]=[CH:21][CH:22]=[CH:23][C:16]=5[N:15]=4)[CH2:13]3)[N:6]=[C:7]([CH3:9])[N:8]=2)[N:2]=1. (6) Given the reactants C[O:2][C:3](=[O:26])[CH2:4][N:5]1[CH:9]=[C:8]([C:10]#[N:11])[C:7]([C:12]2[CH:17]=[C:16]([C:18]([F:21])([F:20])[F:19])[CH:15]=[C:14]([S:22](Cl)(=[O:24])=[O:23])[CH:13]=2)=[CH:6]1.[NH:27]1[CH2:32][CH2:31][CH2:30][CH2:29][CH2:28]1.CCN(CC)CC.[Li+].[OH-], predict the reaction product. The product is: [C:10]([C:8]1[C:7]([C:12]2[CH:17]=[C:16]([C:18]([F:21])([F:20])[F:19])[CH:15]=[C:14]([S:22]([N:27]3[CH2:32][CH2:31][CH2:30][CH2:29][CH2:28]3)(=[O:24])=[O:23])[CH:13]=2)=[CH:6][N:5]([CH2:4][C:3]([OH:2])=[O:26])[CH:9]=1)#[N:11]. (7) Given the reactants [CH3:1][N:2]1[CH2:7][C:6]([C:8]([O:10][CH3:11])=[O:9])=[CH:5][CH2:4][CH2:3]1.[F:12][C:13]1[CH:18]=[CH:17][C:16]([Mg]Br)=[CH:15][CH:14]=1.FC(F)(F)C(O)=O.Cl.[OH-].[NH4+], predict the reaction product. The product is: [F:12][C:13]1[CH:18]=[CH:17][C:16]([CH:5]2[CH2:4][CH2:3][N:2]([CH3:1])[CH2:7][CH:6]2[C:8]([O:10][CH3:11])=[O:9])=[CH:15][CH:14]=1.